Dataset: Full USPTO retrosynthesis dataset with 1.9M reactions from patents (1976-2016). Task: Predict the reactants needed to synthesize the given product. Given the product [OH:11][C:3]1[C:2]([I:1])=[CH:10][C:6]([C:7]([O:9][CH2:17][CH3:18])=[O:8])=[CH:5][N:4]=1, predict the reactants needed to synthesize it. The reactants are: [I:1][C:2]1[C:3]([OH:11])=[N:4][CH:5]=[C:6]([CH:10]=1)[C:7]([OH:9])=[O:8].S(=O)(=O)(O)O.[CH2:17](O)[CH3:18].